This data is from Peptide-MHC class II binding affinity with 134,281 pairs from IEDB. The task is: Regression. Given a peptide amino acid sequence and an MHC pseudo amino acid sequence, predict their binding affinity value. This is MHC class II binding data. (1) The peptide sequence is ARGWAAHRARANESA. The MHC is HLA-DQA10501-DQB10402 with pseudo-sequence HLA-DQA10501-DQB10402. The binding affinity (normalized) is 0.834. (2) The peptide sequence is TEDQAMEDIKQMEAESIS. The MHC is HLA-DPA10301-DPB10402 with pseudo-sequence HLA-DPA10301-DPB10402. The binding affinity (normalized) is 0.278. (3) The peptide sequence is KLCLMKAQPTSWPLQ. The MHC is DRB1_0701 with pseudo-sequence DRB1_0701. The binding affinity (normalized) is 0.730.